This data is from Catalyst prediction with 721,799 reactions and 888 catalyst types from USPTO. The task is: Predict which catalyst facilitates the given reaction. Reactant: [Cl:1][C:2]1[C:3]2[N:4]([CH:19]=[N:20][CH:21]=2)[C:5]([C:12]2[CH:17]=[CH:16][CH:15]=[C:14]([F:18])[CH:13]=2)=[C:6]([C:8]([O:10]C)=[O:9])[CH:7]=1.[OH-].[Na+].O.C(O)(=O)C. Product: [Cl:1][C:2]1[C:3]2[N:4]([CH:19]=[N:20][CH:21]=2)[C:5]([C:12]2[CH:17]=[CH:16][CH:15]=[C:14]([F:18])[CH:13]=2)=[C:6]([C:8]([OH:10])=[O:9])[CH:7]=1. The catalyst class is: 5.